Dataset: Reaction yield outcomes from USPTO patents with 853,638 reactions. Task: Predict the reaction yield, written as a fraction of the theoretical maximum amount of product (1.0 means a 100% yield; for example, 0.34 means a 34% yield). (1) The reactants are C(OC([N:8]1[CH2:13][CH2:12][CH:11]([C:14]2[CH:19]=[CH:18][N:17]3[C:20]([CH2:23][CH:24]4[CH2:26][CH2:25]4)=[N:21][N:22]=[C:16]3[C:15]=2[CH3:27])[CH2:10][CH2:9]1)=O)(C)(C)C.FC(F)(F)C(O)=O. The catalyst is C(Cl)Cl. The product is [CH:24]1([CH2:23][C:20]2[N:17]3[CH:18]=[CH:19][C:14]([CH:11]4[CH2:10][CH2:9][NH:8][CH2:13][CH2:12]4)=[C:15]([CH3:27])[C:16]3=[N:22][N:21]=2)[CH2:25][CH2:26]1. The yield is 0.990. (2) The reactants are [F:1][C:2]1[CH:7]=[C:6]([CH3:8])[CH:5]=[CH:4][C:3]=1[N:9]1[C:13]2[CH:14]=[CH:15][CH:16]=[CH:17][C:12]=2[NH:11][S:10]1(=[O:19])=[O:18].C(=O)([O-])[O-].[Cs+].[Cs+].[Cl:26][CH2:27]/[CH:28]=[CH:29]\[CH2:30]Cl. The catalyst is CN(C)C=O.C(OCC)C. The product is [Cl:26][CH2:27]/[CH:28]=[CH:29]\[CH2:30][N:11]1[C:12]2[CH:17]=[CH:16][CH:15]=[CH:14][C:13]=2[N:9]([C:3]2[CH:4]=[CH:5][C:6]([CH3:8])=[CH:7][C:2]=2[F:1])[S:10]1(=[O:19])=[O:18]. The yield is 0.500. (3) The yield is 0.400. The reactants are [Cl:1][C:2]1[CH:3]=[C:4]([C:12]2[N:16]=[C:15]([C:17]3[CH:22]=[CH:21][C:20]([C:23]4([CH:26]=O)[CH2:25][CH2:24]4)=[CH:19][CH:18]=3)[O:14][N:13]=2)[CH:5]=[CH:6][C:7]=1[O:8][CH:9]([CH3:11])[CH3:10].[NH2:28][CH2:29][CH2:30][C:31]([OH:33])=[O:32].C(O)(=O)C.C([BH3-])#N.[Na+]. The product is [Cl:1][C:2]1[CH:3]=[C:4]([C:12]2[N:16]=[C:15]([C:17]3[CH:18]=[CH:19][C:20]([C:23]4([CH2:26][NH:28][CH2:29][CH2:30][C:31]([OH:33])=[O:32])[CH2:25][CH2:24]4)=[CH:21][CH:22]=3)[O:14][N:13]=2)[CH:5]=[CH:6][C:7]=1[O:8][CH:9]([CH3:10])[CH3:11]. The catalyst is CO. (4) The reactants are O.[CH3:2][O:3][CH2:4][CH2:5][O:6][C:7]1[CH:12]=[CH:11][C:10](/[CH:13]=[CH:14]/[C:15]([O:17][CH2:18][CH3:19])=[O:16])=[C:9]([O:20][C:21]2[C:26]([CH3:27])=[CH:25][C:24]([N+:28]([O-])=O)=[CH:23][N:22]=2)[CH:8]=1. The catalyst is C(O)(=O)C.[Zn]. The product is [NH2:28][C:24]1[CH:25]=[C:26]([CH3:27])[C:21]([O:20][C:9]2[CH:8]=[C:7]([O:6][CH2:5][CH2:4][O:3][CH3:2])[CH:12]=[CH:11][C:10]=2/[CH:13]=[CH:14]/[C:15]([O:17][CH2:18][CH3:19])=[O:16])=[N:22][CH:23]=1. The yield is 0.730. (5) The reactants are [C:1]([O:5][C:6](=[O:16])[NH:7][C@H:8]([CH:13]([CH3:15])[CH3:14])[C:9](=[O:12])[CH:10]=[CH2:11])([CH3:4])([CH3:3])[CH3:2].I[C:18]1[CH:19]=[C:20]([O:24][CH3:25])[CH:21]=[CH:22][CH:23]=1.C(N(CC)CC)C. The catalyst is C(#N)C.C([O-])(=O)C.[Pd+2].C([O-])(=O)C. The product is [C:1]([O:5][C:6](=[O:16])[NH:7][C@H:8]([CH:13]([CH3:14])[CH3:15])[C:9](=[O:12])/[CH:10]=[CH:11]/[C:18]1[CH:23]=[CH:22][CH:21]=[C:20]([O:24][CH3:25])[CH:19]=1)([CH3:4])([CH3:3])[CH3:2]. The yield is 0.880. (6) The product is [CH3:31][C:19]1[CH:20]=[C:21]([O:23][CH2:24][CH2:25][CH2:26][S:27]([CH3:30])(=[O:28])=[O:29])[CH:22]=[C:17]([CH3:16])[C:18]=1[C:32]1[CH:37]=[CH:36][CH:35]=[C:34]([CH2:38][O:14][C:12]2[CH:11]=[CH:10][C:9]3[C@H:5]([CH2:4][C:3]([O:2][CH3:1])=[O:15])[CH2:6][O:7][C:8]=3[CH:13]=2)[CH:33]=1. The catalyst is C1(C)C=CC=CC=1.CCCCCC. The reactants are [CH3:1][O:2][C:3](=[O:15])[CH2:4][C@H:5]1[C:9]2[CH:10]=[CH:11][C:12]([OH:14])=[CH:13][C:8]=2[O:7][CH2:6]1.[CH3:16][C:17]1[CH:22]=[C:21]([O:23][CH2:24][CH2:25][CH2:26][S:27]([CH3:30])(=[O:29])=[O:28])[CH:20]=[C:19]([CH3:31])[C:18]=1[C:32]1[CH:37]=[CH:36][CH:35]=[C:34]([CH2:38]O)[CH:33]=1.C(P(CCCC)CCCC)CCC.N(C(N1CCCCC1)=O)=NC(N1CCCCC1)=O. The yield is 0.820. (7) The reactants are ClC(Cl)C(O)=O.N[C:8]1[N:9]([C:28]2[C:37]3[C:32](=[CH:33][CH:34]=[CH:35][CH:36]=3)[C:31]([CH:38]3[CH2:40][CH2:39]3)=[CH:30][CH:29]=2)[C:10]([S:13][CH2:14][C:15]([NH:17][C:18]2[CH:26]=[CH:25][C:21]([C:22]([OH:24])=[O:23])=[CH:20][C:19]=2[Cl:27])=[O:16])=[N:11][N:12]=1.N([O-])=O.[Na+].[Br:45]CBr. The catalyst is [Br-].C([N+](CC)(CC)CC)C1C=CC=CC=1. The product is [Br:45][C:8]1[N:9]([C:28]2[C:37]3[C:32](=[CH:33][CH:34]=[CH:35][CH:36]=3)[C:31]([CH:38]3[CH2:40][CH2:39]3)=[CH:30][CH:29]=2)[C:10]([S:13][CH2:14][C:15]([NH:17][C:18]2[CH:26]=[CH:25][C:21]([C:22]([OH:24])=[O:23])=[CH:20][C:19]=2[Cl:27])=[O:16])=[N:11][N:12]=1. The yield is 0.340.